From a dataset of Catalyst prediction with 721,799 reactions and 888 catalyst types from USPTO. Predict which catalyst facilitates the given reaction. (1) Reactant: [CH:1]12[CH2:7][CH:4]([CH:5]=[CH:6]1)[CH2:3][NH:2]2.[N+:8]([C:11]1[CH:16]=[CH:15][CH:14]=[CH:13][C:12]=1[S:17](Cl)(=[O:19])=[O:18])([O-:10])=[O:9].CCCCCC.CCOC(C)=O. Product: [N+:8]([C:11]1[CH:16]=[CH:15][CH:14]=[CH:13][C:12]=1[S:17]([N:2]1[CH2:3][CH:4]2[CH2:7][CH:1]1[CH:6]=[CH:5]2)(=[O:19])=[O:18])([O-:10])=[O:9]. The catalyst class is: 347. (2) Reactant: I[C:2]1[CH:7]=[CH:6][N:5]=[CH:4][CH:3]=1.C([Mg]Br)C.[O:12]=[C:13]([CH3:19])[C:14]([O:16][CH2:17][CH3:18])=[O:15].CO.C(Cl)Cl. Product: [OH:12][C:13]([C:2]1[CH:7]=[CH:6][N:5]=[CH:4][CH:3]=1)([CH3:19])[C:14]([O:16][CH2:17][CH3:18])=[O:15]. The catalyst class is: 1. (3) The catalyst class is: 257. Reactant: [C:1]([O:5][C:6](=[O:25])[NH:7][CH2:8][C:9]1[CH:14]=[CH:13][C:12]([C:15]2[CH:20]=[C:19]([O:21][CH3:22])[N:18]=[C:17](Cl)[CH:16]=2)=[CH:11][C:10]=1[F:24])([CH3:4])([CH3:3])[CH3:2].CN(C=O)C.C(=O)([O-])[O-].[K+].[K+].[CH3:37][N:38]1[CH:42]=[C:41](B2OC(C)(C)C(C)(C)O2)[CH:40]=[N:39]1. Product: [C:1]([O:5][C:6](=[O:25])[NH:7][CH2:8][C:9]1[CH:14]=[CH:13][C:12]([C:15]2[CH:16]=[C:17]([C:41]3[CH:40]=[N:39][N:38]([CH3:37])[CH:42]=3)[N:18]=[C:19]([O:21][CH3:22])[CH:20]=2)=[CH:11][C:10]=1[F:24])([CH3:4])([CH3:3])[CH3:2]. (4) Reactant: Br[C:2]1[CH:11]=[CH:10][C:9]2[C:4](=[CH:5][C:6]([F:12])=[CH:7][CH:8]=2)[C:3]=1[CH:13]=[O:14].[CH2:15]([Sn](CC)(CC)CC)[CH3:16].O. Product: [CH2:15]([C:2]1[CH:11]=[CH:10][C:9]2[C:4](=[CH:5][C:6]([F:12])=[CH:7][CH:8]=2)[C:3]=1[CH:13]=[O:14])[CH3:16]. The catalyst class is: 427. (5) Reactant: C([O:3][C:4](=[O:39])[CH2:5][O:6][C:7]1[CH:12]=[CH:11][C:10]([N:13]([CH3:33])[CH:14]([C:16]2[C:17]([CH3:32])=[N:18][C:19]([C:22]3[CH:27]=[CH:26][CH:25]=[C:24]([C:28]([F:31])([F:30])[F:29])[CH:23]=3)=[CH:20][CH:21]=2)[CH3:15])=[CH:9][C:8]=1[CH2:34][CH2:35][CH2:36][O:37][CH3:38])C.[OH-].[Na+]. Product: [CH3:38][O:37][CH2:36][CH2:35][CH2:34][C:8]1[CH:9]=[C:10]([N:13]([CH3:33])[CH:14]([C:16]2[C:17]([CH3:32])=[N:18][C:19]([C:22]3[CH:27]=[CH:26][CH:25]=[C:24]([C:28]([F:31])([F:29])[F:30])[CH:23]=3)=[CH:20][CH:21]=2)[CH3:15])[CH:11]=[CH:12][C:7]=1[O:6][CH2:5][C:4]([OH:39])=[O:3]. The catalyst class is: 242. (6) Reactant: [CH3:1][N:2]([CH3:12])[C:3]1[CH:8]=[CH:7][C:6]([N+:9]([O-])=O)=[CH:5][N:4]=1. Product: [CH3:1][N:2]([CH3:12])[C:3]1[CH:8]=[CH:7][C:6]([NH2:9])=[CH:5][N:4]=1. The catalyst class is: 19. (7) Reactant: [Cl:1][C:2]1[S:3][C:4]([Cl:9])=[CH:5][C:6]=1[CH2:7]O.P(Br)(Br)[Br:11]. Product: [Br:11][CH2:7][C:6]1[CH:5]=[C:4]([Cl:9])[S:3][C:2]=1[Cl:1]. The catalyst class is: 4. (8) Reactant: [Cl:1][C:2]1[CH:7]=[C:6]([NH2:8])[CH:5]=[CH:4][N:3]=1.[Br:9]N1C(=O)CCC1=O. Product: [Br:9][C:7]1[C:2]([Cl:1])=[N:3][CH:4]=[CH:5][C:6]=1[NH2:8]. The catalyst class is: 15.